This data is from Full USPTO retrosynthesis dataset with 1.9M reactions from patents (1976-2016). The task is: Predict the reactants needed to synthesize the given product. Given the product [C:1]1([C:7]2[S:11][C:10]3=[N:12][C:15]([CH2:16][C:17]([O:19][CH2:20][CH3:21])=[O:18])=[CH:14][N:9]3[CH:8]=2)[CH:2]=[CH:3][CH:4]=[CH:5][CH:6]=1, predict the reactants needed to synthesize it. The reactants are: [C:1]1([C:7]2[S:11][C:10]([NH2:12])=[N:9][CH:8]=2)[CH:6]=[CH:5][CH:4]=[CH:3][CH:2]=1.Cl[CH2:14][C:15](=O)[CH2:16][C:17]([O:19][CH2:20][CH3:21])=[O:18].